From a dataset of Experimentally validated miRNA-target interactions with 360,000+ pairs, plus equal number of negative samples. Binary Classification. Given a miRNA mature sequence and a target amino acid sequence, predict their likelihood of interaction. (1) The miRNA is mmu-miR-27b-3p with sequence UUCACAGUGGCUAAGUUCUGC. The protein sequence of the target gene is MVVQNSADAGDMRAGVQLEPFLHQVGGHMSVMKYDEHTVCKPLVSREQRFYESLPLAMKRFTPQYKGTVTVHLWKDSTGHLSLVANPVKESQEPFKVSTESAAVAIWQTLQQTTGSNGSDCTLAQWPHAQLARSPKESPAKALLRSEPHLNTPAFSLVEDTNGNQVERKSFNPWGLQCHQAHLTRLCSEYPENKRHRFLLLENVVSQYTHPCVLDLKMGTRQHGDDASEEKKARHMRKCAQSTSACLGVRICGMQVYQTDKKYFLCKDKYYGRKLSVEGFRQALYQFLHNGSHLRRELLE.... Result: 0 (no interaction). (2) The protein sequence of the target gene is MGCASAKHVATVQNEEEAQKGKNYQNGDVFGDEYRIKPVEEVKYMKNGAEEEQKIAARNQENLEKSASSNVRLKTNKEVPGLVHQPRANMHISESQQEFFRMLDEKIEKGRDYCSEEEDIT. The miRNA is hsa-let-7d-5p with sequence AGAGGUAGUAGGUUGCAUAGUU. Result: 1 (interaction). (3) The miRNA is hsa-miR-6817-3p with sequence UCUCUCUGACUCCAUGGCA. The protein sequence of the target gene is MGRRALLLLLLSFLAPWATIALRPALRALGSLHLPTNPTSLPAVAKNYSVLYFQQKVDHFGFNTVKTFNQRYLVADKYWKKNGGSILFYTGNEGDIIWFCNNTGFMWDVAEELKAMLVFAEHRYYGESLPFGDNSFKDSRHLNFLTSEQALADFAELIKHLKRTIPGAENQPVIAIGGSYGGMLAAWFRMKYPHMVVGALAASAPIWQFEDLVPCGVFMKIVTTDFRKSGPHCSESIHRSWDAINRLSNTGSGLQWLTGALHLCSPLTSQDIQHLKDWISETWVNLAMVDYPYASNFLQP.... Result: 1 (interaction). (4) The miRNA is hsa-miR-205-3p with sequence GAUUUCAGUGGAGUGAAGUUC. The protein sequence of the target gene is MEKYERIRVVGRGAFGIVHLCLRKADQKLVIIKQIPVEQMTKEERQAAQNECQVLKLLNHPNVIEYYENFLEDKALMIAMEYAPGGTLAEFIQKRCNSLLEEETILHFFVQILLALHHVHTHLILHRDLKTQNILLDKHRMVVKIGDFGISKILSSKSKAYTVVGTPCYISPELCEGKPYNQKSDIWALGCVLYELASLKRAFEAANLPALVLKIMSGTFAPISDRYSPELRQLVLSLLSLEPAQRPPLSHIMAQPLCIRALLNLHTDVGSVRMRRAEKSVAPSNTGSRTTSVRCRGIPR.... Result: 0 (no interaction). (5) Result: 1 (interaction). The protein sequence of the target gene is MEAKAAPKPAASGACSVSAEETEKWMEEAMHMAKEALENTEVPVGCLMVYNNEVVGKGRNEVNQTKNATRHAEMVAIDQVLDWCRQSGKSPSEVFEHTVLYVTVEPCIMCAAALRLMKIPLVVYGCQNERFGGCGSVLNIASADLPNTGRPFQCIPGYRAEEAVEMLKTFYKQENPNAPKSKVRKKECQKS. The miRNA is hsa-miR-302a-3p with sequence UAAGUGCUUCCAUGUUUUGGUGA.